Dataset: Reaction yield outcomes from USPTO patents with 853,638 reactions. Task: Predict the reaction yield, written as a fraction of the theoretical maximum amount of product (1.0 means a 100% yield; for example, 0.34 means a 34% yield). (1) The reactants are [CH2:1]([O:8][C:9]([N:11]1[CH2:15][CH:14]([O:16][C:17](=[O:22])[C:18]([CH3:21])([CH3:20])[CH3:19])[CH2:13][NH:12]1)=[O:10])[C:2]1[CH:7]=[CH:6][CH:5]=[CH:4][CH:3]=1.C(N(CC)CC)C.[F:30][C:31]1[CH:36]=[CH:35][C:34]([CH2:37][C:38](O)=[O:39])=[CH:33][CH:32]=1.Cl.C(N=C=NCCCN(C)C)C. The catalyst is ClCCl. The product is [CH2:1]([O:8][C:9]([N:11]1[CH2:15][CH:14]([O:16][C:17](=[O:22])[C:18]([CH3:19])([CH3:21])[CH3:20])[CH2:13][N:12]1[C:38](=[O:39])[CH2:37][C:34]1[CH:35]=[CH:36][C:31]([F:30])=[CH:32][CH:33]=1)=[O:10])[C:2]1[CH:7]=[CH:6][CH:5]=[CH:4][CH:3]=1. The yield is 0.910. (2) The reactants are C(C(C(C(O)=O)O)O)(O)=O.[CH3:11][C@@H:12]1[CH2:16][CH2:15][CH2:14][NH:13]1.C(=O)([O-])[O-].[K+].[K+].CC1C=CC(S(O[CH2:34][CH2:35][C:36]2[O:37][C:38]3[CH:44]=[CH:43][C:42]([Br:45])=[CH:41][C:39]=3[CH:40]=2)(=O)=O)=CC=1. The catalyst is C(#N)C.C1(C)C=CC=CC=1. The product is [Br:45][C:42]1[CH:43]=[CH:44][C:38]2[O:37][C:36]([CH2:35][CH2:34][N:13]3[CH2:14][CH2:15][CH2:16][C@H:12]3[CH3:11])=[CH:40][C:39]=2[CH:41]=1. The yield is 0.600. (3) The reactants are [C:1]1(=[O:11])[O:6][C:4](=O)[C:3]2=[CH:7][CH:8]=[CH:9][CH:10]=[C:2]12.[NH2:12][C@@H:13]([CH2:18][OH:19])[CH2:14][CH:15]([CH3:17])[CH3:16].O. The catalyst is C1COCC1. The product is [OH:19][CH2:18][C@H:13]([N:12]1[C:1](=[O:11])[C:2]2[C:3](=[CH:7][CH:8]=[CH:9][CH:10]=2)[C:4]1=[O:6])[CH2:14][CH:15]([CH3:17])[CH3:16]. The yield is 0.470.